Dataset: Full USPTO retrosynthesis dataset with 1.9M reactions from patents (1976-2016). Task: Predict the reactants needed to synthesize the given product. (1) Given the product [N:9]1([NH:15][C:16]([C:18]2[N:19]=[C:20]([C:31]3[CH:36]=[CH:35][C:34]([Cl:37])=[CH:33][C:32]=3[Cl:38])[N:21]([C:24]3[CH:25]=[CH:26][C:27]([O:30][CH2:2][CH2:3][CH2:4][C:5]([F:8])([F:7])[F:6])=[CH:28][CH:29]=3)[C:22]=2[CH3:23])=[O:17])[CH2:14][CH2:13][CH2:12][CH2:11][CH2:10]1, predict the reactants needed to synthesize it. The reactants are: I[CH2:2][CH2:3][CH2:4][C:5]([F:8])([F:7])[F:6].[N:9]1([NH:15][C:16]([C:18]2[N:19]=[C:20]([C:31]3[CH:36]=[CH:35][C:34]([Cl:37])=[CH:33][C:32]=3[Cl:38])[N:21]([C:24]3[CH:29]=[CH:28][C:27]([OH:30])=[CH:26][CH:25]=3)[C:22]=2[CH3:23])=[O:17])[CH2:14][CH2:13][CH2:12][CH2:11][CH2:10]1.C([O-])([O-])=O.[K+].[K+]. (2) Given the product [NH2:8][C:5]1[C:4]([C:9]2[CH:10]=[CH:11][C:12]([OH:15])=[CH:13][CH:14]=2)=[C:3]([CH2:17][CH3:18])[C:2]([Br:1])=[CH:7][N:6]=1, predict the reactants needed to synthesize it. The reactants are: [Br:1][C:2]1[C:3]([CH2:17][CH3:18])=[C:4]([C:9]2[CH:14]=[CH:13][C:12]([O:15]C)=[CH:11][CH:10]=2)[C:5]([NH2:8])=[N:6][CH:7]=1.BrB(Br)Br. (3) Given the product [O:7]([C:8]([C:15]1[NH:14][N:13]=[N:12][N:11]=1)=[O:9])[C:1]1[CH:6]=[CH:5][CH:4]=[CH:3][CH:2]=1, predict the reactants needed to synthesize it. The reactants are: [C:1]1([O:7][C:8](Cl)=[O:9])[CH:6]=[CH:5][CH:4]=[CH:3][CH:2]=1.[NH:11]1[CH:15]=[N:14][N:13]=[N:12]1.C(N(CC)CC)C. (4) Given the product [NH:1]1[C:5]2=[N:6][CH:7]=[CH:8][CH:9]=[C:4]2[C:3]([C:10]2[CH:17]=[CH:16][C:13]([CH:14]=[C:25]([C:23]#[N:24])[C:26]([NH2:28])=[O:27])=[CH:12][CH:11]=2)=[CH:2]1, predict the reactants needed to synthesize it. The reactants are: [NH:1]1[C:5]2=[N:6][CH:7]=[CH:8][CH:9]=[C:4]2[C:3]([C:10]2[CH:17]=[CH:16][C:13]([CH:14]=O)=[CH:12][CH:11]=2)=[CH:2]1.C1COCC1.[C:23]([CH2:25][C:26]([NH2:28])=[O:27])#[N:24].C1C=CC(P(C2C=CC=CC=2)C2C=CC=CC=2)=CC=1. (5) Given the product [CH3:1][CH:2]([CH2:15][CH2:16][CH2:17][CH:18]([CH3:20])[CH3:19])[CH2:3][CH2:4][O:5][C:6]1[CH:14]=[CH:13][C:9]([C:10]([Cl:23])=[O:11])=[CH:8][CH:7]=1, predict the reactants needed to synthesize it. The reactants are: [CH3:1][CH:2]([CH2:15][CH2:16][CH2:17][CH:18]([CH3:20])[CH3:19])[CH2:3][CH2:4][O:5][C:6]1[CH:14]=[CH:13][C:9]([C:10](O)=[O:11])=[CH:8][CH:7]=1.S(Cl)([Cl:23])=O. (6) Given the product [C:34]([N:37]1[CH2:42][CH2:41][N:40]([CH2:3][CH2:4][CH2:5][O:6][C:19]2[N:18]=[C:17]([NH:16][C:3]3[C:4]4[O:8][CH2:7][O:6][C:5]=4[C:9]([C:11]#[C:12][CH2:13][O:14][CH3:15])=[CH:10][C:2]=3[Cl:1])[C:26]3[C:21](=[CH:22][CH:23]=[C:24]([O:27][CH3:28])[CH:25]=3)[N:20]=2)[CH2:39][CH2:38]1)(=[O:36])[CH3:35], predict the reactants needed to synthesize it. The reactants are: [Cl:1][C:2]1[CH:10]=[C:9]([C:11]#[C:12][CH2:13][O:14][CH3:15])[C:5]2[O:6][CH2:7][O:8][C:4]=2[C:3]=1[NH:16][C:17]1[C:26]2[C:21](=[CH:22][C:23](OCCCCl)=[C:24]([O:27][CH3:28])[CH:25]=2)[N:20]=[CH:19][N:18]=1.[C:34]([N:37]1[CH2:42][CH2:41][NH:40][CH2:39][CH2:38]1)(=[O:36])[CH3:35].[I-].[Na+].